This data is from Forward reaction prediction with 1.9M reactions from USPTO patents (1976-2016). The task is: Predict the product of the given reaction. Given the reactants [Cl:1][C:2]1[S:6][C:5]([C:7]([OH:9])=O)=[CH:4][CH:3]=1.[CH:10]([N:13]1[CH2:18][CH2:17][CH:16]([NH:19][S:20]([CH2:23][C:24]([NH2:27])([CH3:26])[CH3:25])(=[O:22])=[O:21])[CH2:15][CH2:14]1)([CH3:12])[CH3:11], predict the reaction product. The product is: [CH:10]([N:13]1[CH2:18][CH2:17][CH:16]([NH:19][S:20]([CH2:23][C:24]([NH:27][C:7]([C:5]2[S:6][C:2]([Cl:1])=[CH:3][CH:4]=2)=[O:9])([CH3:25])[CH3:26])(=[O:22])=[O:21])[CH2:15][CH2:14]1)([CH3:12])[CH3:11].